This data is from NCI-60 drug combinations with 297,098 pairs across 59 cell lines. The task is: Regression. Given two drug SMILES strings and cell line genomic features, predict the synergy score measuring deviation from expected non-interaction effect. (1) Drug 1: C1CCN(CC1)CCOC2=CC=C(C=C2)C(=O)C3=C(SC4=C3C=CC(=C4)O)C5=CC=C(C=C5)O. Cell line: MDA-MB-435. Drug 2: C1=CC(=CC=C1C#N)C(C2=CC=C(C=C2)C#N)N3C=NC=N3. Synergy scores: CSS=-4.14, Synergy_ZIP=4.32, Synergy_Bliss=2.53, Synergy_Loewe=1.62, Synergy_HSA=-2.38. (2) Drug 1: CS(=O)(=O)C1=CC(=C(C=C1)C(=O)NC2=CC(=C(C=C2)Cl)C3=CC=CC=N3)Cl. Drug 2: CC1C(C(=O)NC(C(=O)N2CCCC2C(=O)N(CC(=O)N(C(C(=O)O1)C(C)C)C)C)C(C)C)NC(=O)C3=C4C(=C(C=C3)C)OC5=C(C(=O)C(=C(C5=N4)C(=O)NC6C(OC(=O)C(N(C(=O)CN(C(=O)C7CCCN7C(=O)C(NC6=O)C(C)C)C)C)C(C)C)C)N)C. Cell line: ACHN. Synergy scores: CSS=22.8, Synergy_ZIP=29.3, Synergy_Bliss=30.3, Synergy_Loewe=29.2, Synergy_HSA=28.3.